This data is from Catalyst prediction with 721,799 reactions and 888 catalyst types from USPTO. The task is: Predict which catalyst facilitates the given reaction. (1) Reactant: [F:1][CH:2]([F:14])[O:3][C:4]1[CH:13]=[C:12]2[C:7]([CH:8]=[CH:9][CH:10]=[N:11]2)=[CH:6][CH:5]=1.[BH3-]C#N.[Na+].B(F)(F)F.CCOCC.O. Product: [F:14][CH:2]([F:1])[O:3][C:4]1[CH:13]=[C:12]2[C:7]([CH2:8][CH2:9][CH2:10][NH:11]2)=[CH:6][CH:5]=1. The catalyst class is: 5. (2) Product: [CH2:19]([N:8]([CH2:1][C:2]1[CH:3]=[CH:4][CH:5]=[CH:6][CH:7]=1)[C@@H:9]([C@H:15]([OH:18])[CH2:16][CH3:17])[C:10]([O:12][CH2:13][CH3:14])=[O:11])[C:20]1[CH:21]=[CH:22][CH:23]=[CH:24][CH:25]=1. Reactant: [CH2:1]([N:8]([CH2:19][C:20]1[CH:25]=[CH:24][CH:23]=[CH:22][CH:21]=1)[C@@H:9]([C:15](=[O:18])[CH2:16][CH3:17])[C:10]([O:12][CH2:13][CH3:14])=[O:11])[C:2]1[CH:7]=[CH:6][CH:5]=[CH:4][CH:3]=1.[NH4+].[Cl-].[BH4-].[Na+]. The catalyst class is: 88.